Task: Predict the product of the given reaction.. Dataset: Forward reaction prediction with 1.9M reactions from USPTO patents (1976-2016) (1) Given the reactants [NH2:1][C:2]1[S:3][C:4]2[C:9]([NH:10][C@H:11]([CH2:14][CH:15]([CH3:17])[CH3:16])[CH2:12][OH:13])=[N:8][C:7]([SH:18])=[N:6][C:5]=2[N:19]=1.Cl[C@@H:21]([C:23]1[CH:24]=[C:25]([CH:28]=[CH:29][CH:30]=1)[C:26]#[N:27])[CH3:22], predict the reaction product. The product is: [NH2:1][C:2]1[S:3][C:4]2[C:9]([NH:10][C@@H:11]([CH2:12][OH:13])[CH2:14][CH:15]([CH3:16])[CH3:17])=[N:8][C:7]([S:18][C@H:21]([C:23]3[CH:24]=[C:25]([CH:28]=[CH:29][CH:30]=3)[C:26]#[N:27])[CH3:22])=[N:6][C:5]=2[N:19]=1. (2) Given the reactants Cl.Cl[C:3]1[CH:8]=[CH:7][N:6]=[CH:5][CH:4]=1.[Br:9][C:10]1[CH:18]=[C:17]2[C:13]([C:14]([CH2:21][OH:22])([CH2:19][OH:20])[CH2:15][NH:16]2)=[CH:12][CH:11]=1, predict the reaction product. The product is: [Br:9][C:10]1[CH:18]=[C:17]2[C:13]([C:14]([CH2:19][OH:20])([CH2:21][OH:22])[CH2:15][N:16]2[C:3]2[CH:8]=[CH:7][N:6]=[CH:5][CH:4]=2)=[CH:12][CH:11]=1.